This data is from Peptide-MHC class I binding affinity with 185,985 pairs from IEDB/IMGT. The task is: Regression. Given a peptide amino acid sequence and an MHC pseudo amino acid sequence, predict their binding affinity value. This is MHC class I binding data. (1) The peptide sequence is MMWYWGPSLY. The MHC is HLA-A31:01 with pseudo-sequence HLA-A31:01. The binding affinity (normalized) is 0.565. (2) The peptide sequence is AYIDNYNKG. The MHC is Patr-A0701 with pseudo-sequence Patr-A0701. The binding affinity (normalized) is 0.216. (3) The MHC is H-2-Db with pseudo-sequence H-2-Db. The binding affinity (normalized) is 0. The peptide sequence is QDAANAGNL. (4) The peptide sequence is AVSFRNLAY. The MHC is HLA-A23:01 with pseudo-sequence HLA-A23:01. The binding affinity (normalized) is 0.213. (5) The peptide sequence is SFEPIPIHY. The MHC is HLA-B42:01 with pseudo-sequence HLA-B42:01. The binding affinity (normalized) is 0. (6) The peptide sequence is PLILAYFPVFRFL. The MHC is HLA-B40:02 with pseudo-sequence HLA-B40:02. The binding affinity (normalized) is 0.